From a dataset of Catalyst prediction with 721,799 reactions and 888 catalyst types from USPTO. Predict which catalyst facilitates the given reaction. (1) Reactant: C([O-])(=O)C.[Na+].[CH:6]1([C:9](=O)[C:10](=[CH:32]OCC)[C:11]([C:13]2[C:18](=[O:19])[N:17]([C:20]3[CH:25]=[CH:24][CH:23]=[CH:22][CH:21]=3)[C:16]([C:26]3[CH:31]=[CH:30][CH:29]=[CH:28][CH:27]=3)=[N:15][CH:14]=2)=[O:12])[CH2:8][CH2:7]1.Cl.[NH2:38][OH:39]. Product: [CH:6]1([C:9]2[O:39][N:38]=[CH:32][C:10]=2[C:11]([C:13]2[C:18](=[O:19])[N:17]([C:20]3[CH:25]=[CH:24][CH:23]=[CH:22][CH:21]=3)[C:16]([C:26]3[CH:31]=[CH:30][CH:29]=[CH:28][CH:27]=3)=[N:15][CH:14]=2)=[O:12])[CH2:8][CH2:7]1. The catalyst class is: 162. (2) Reactant: [Br:1][C:2]1[CH:7]=[CH:6][C:5]([C:8]([CH:10]2[CH2:15][CH2:14][NH:13][CH2:12][CH2:11]2)=[O:9])=[CH:4][CH:3]=1.[CH3:16][C:17]([O:20][C:21](O[C:21]([O:20][C:17]([CH3:19])([CH3:18])[CH3:16])=[O:22])=[O:22])([CH3:19])[CH3:18]. Product: [Br:1][C:2]1[CH:7]=[CH:6][C:5]([C:8]([CH:10]2[CH2:15][CH2:14][N:13]([C:21]([O:20][C:17]([CH3:19])([CH3:18])[CH3:16])=[O:22])[CH2:12][CH2:11]2)=[O:9])=[CH:4][CH:3]=1. The catalyst class is: 5. (3) Product: [Cl:7][C:8]1[CH:9]=[C:10]([C:15]2[C:27]([O:28][CH3:29])=[CH:26][C:18]([C:19]([NH:21][S:22]([CH3:25])(=[O:23])=[O:24])=[O:20])=[C:17]([F:30])[CH:16]=2)[CH:11]=[N:12][C:13]=1[O:6][C@H:4]1[CH2:5][C@H:2]([CH3:1])[CH2:3]1. Reactant: [CH3:1][C@H:2]1[CH2:5][C@H:4]([OH:6])[CH2:3]1.[Cl:7][C:8]1[CH:9]=[C:10]([C:15]2[C:27]([O:28][CH3:29])=[CH:26][C:18]([C:19]([NH:21][S:22]([CH3:25])(=[O:24])=[O:23])=[O:20])=[C:17]([F:30])[CH:16]=2)[CH:11]=[N:12][C:13]=1F.C(=O)([O-])[O-].[Cs+].[Cs+]. The catalyst class is: 16. (4) Reactant: C(O)(C(F)(F)F)=O.[CH2:8]([O:46][CH:47]1[C@H:51]2[C@H:52](OC3CCCCO3)[N:53](C(OC(C)(C)C)=O)[C:54]3[CH:61]=[C:60]([O:62][CH3:63])[CH:59]=[CH:58][C:55]=3[C:56](=[O:57])[N:50]2[CH2:49][CH2:48]1)[CH2:9][CH2:10][CH2:11][CH2:12][CH2:13][O:14][CH:15]1[C@H:19]2[C@H:20](OC3CCCCO3)[N:21](C(OC(C)(C)C)=O)[C:22]3[CH:29]=[C:28]([O:30][CH3:31])[CH:27]=[CH:26][C:23]=3[C:24](=[O:25])[N:18]2[CH2:17][CH2:16]1.C([O-])(O)=O.[Na+]. Product: [CH2:8]([O:46][CH:47]1[C@@H:51]2[CH:52]=[N:53][C:54]3[CH:61]=[C:60]([O:62][CH3:63])[CH:59]=[CH:58][C:55]=3[C:56](=[O:57])[N:50]2[CH2:49][CH2:48]1)[CH2:9][CH2:10][CH2:11][CH2:12][CH2:13][O:14][CH:15]1[C@@H:19]2[CH:20]=[N:21][C:22]3[CH:29]=[C:28]([O:30][CH3:31])[CH:27]=[CH:26][C:23]=3[C:24](=[O:25])[N:18]2[CH2:17][CH2:16]1. The catalyst class is: 254. (5) Reactant: N[C:2]1[CH:7]=[CH:6][CH:5]=[CH:4][C:3]=1[S:8]([NH:11][C:12]1[CH:13]=[CH:14][CH:15]=[C:16]2[C:21]=1[N:20]=[CH:19][CH:18]=[CH:17]2)(=[O:10])=[O:9].N(OC(C)(C)C)=O. Product: [CH:17]1[C:16]2[C:21](=[C:12]3[C:13](=[CH:14][CH:15]=2)[C:4]2[C:3](=[CH:2][CH:7]=[CH:6][CH:5]=2)[S:8](=[O:10])(=[O:9])[NH:11]3)[N:20]=[CH:19][CH:18]=1. The catalyst class is: 15.